This data is from Peptide-MHC class I binding affinity with 185,985 pairs from IEDB/IMGT. The task is: Regression. Given a peptide amino acid sequence and an MHC pseudo amino acid sequence, predict their binding affinity value. This is MHC class I binding data. (1) The peptide sequence is SDYLELDTI. The MHC is Mamu-B52 with pseudo-sequence Mamu-B52. The binding affinity (normalized) is 0. (2) The peptide sequence is VGNIYVKF. The MHC is Mamu-B52 with pseudo-sequence Mamu-B52. The binding affinity (normalized) is 0.711. (3) The peptide sequence is YGIPFPGSL. The MHC is BoLA-AW10 with pseudo-sequence BoLA-AW10. The binding affinity (normalized) is 0.294. (4) The peptide sequence is EEYTDYMPSM. The MHC is HLA-B44:03 with pseudo-sequence HLA-B44:03. The binding affinity (normalized) is 0.560. (5) The peptide sequence is PLTVNEKRRL. The MHC is Patr-A0401 with pseudo-sequence Patr-A0401. The binding affinity (normalized) is 0. (6) The peptide sequence is RSNDTELNY. The MHC is HLA-B40:01 with pseudo-sequence HLA-B40:01. The binding affinity (normalized) is 0.0847.